Dataset: Peptide-MHC class II binding affinity with 134,281 pairs from IEDB. Task: Regression. Given a peptide amino acid sequence and an MHC pseudo amino acid sequence, predict their binding affinity value. This is MHC class II binding data. (1) The peptide sequence is GEPIRFLLSYGEKDF. The MHC is HLA-DPA10201-DPB11401 with pseudo-sequence HLA-DPA10201-DPB11401. The binding affinity (normalized) is 0.0908. (2) The peptide sequence is YDKFLTNVSTVLTGK. The MHC is DRB1_0401 with pseudo-sequence DRB1_0401. The binding affinity (normalized) is 0.568. (3) The peptide sequence is AFKVAATAYNAAPAN. The MHC is DRB1_0701 with pseudo-sequence DRB1_0701. The binding affinity (normalized) is 0.518.